Dataset: Forward reaction prediction with 1.9M reactions from USPTO patents (1976-2016). Task: Predict the product of the given reaction. Given the reactants [NH2:1][C:2]1[S:3][C:4]2[C:9]([N:10]=1)=[CH:8][CH:7]=[C:6]([O:11][C:12]1[CH:13]=[C:14]([NH:20][C:21](=[O:33])[C:22]3[CH:27]=[CH:26][CH:25]=[C:24]([C:28]4([C:31]#[N:32])[CH2:30][CH2:29]4)[CH:23]=3)[CH:15]=[CH:16][C:17]=1[O:18][CH3:19])[N:5]=2.Cl.Cl.[CH3:36][N:37]1[CH2:42][CH2:41][N:40]([CH2:43][C:44](O)=[O:45])[CH2:39][CH2:38]1.Cl.C(N=C=NCCCN(C)C)C.CO, predict the reaction product. The product is: [C:31]([C:28]1([C:24]2[CH:23]=[C:22]([CH:27]=[CH:26][CH:25]=2)[C:21]([NH:20][C:14]2[CH:15]=[CH:16][C:17]([O:18][CH3:19])=[C:12]([O:11][C:6]3[N:5]=[C:4]4[S:3][C:2]([NH:1][C:44](=[O:45])[CH2:43][N:40]5[CH2:41][CH2:42][N:37]([CH3:36])[CH2:38][CH2:39]5)=[N:10][C:9]4=[CH:8][CH:7]=3)[CH:13]=2)=[O:33])[CH2:30][CH2:29]1)#[N:32].